From a dataset of Forward reaction prediction with 1.9M reactions from USPTO patents (1976-2016). Predict the product of the given reaction. (1) Given the reactants [CH3:1][NH:2][NH:3][C:4]([C:6]1[CH:11]=[CH:10][CH:9]=[CH:8][N:7]=1)=[NH:5].[CH3:12][O:13][C:14]1[C:15]([OH:22])=[C:16]([CH:19]=[CH:20][CH:21]=1)[CH:17]=O, predict the reaction product. The product is: [CH3:12][O:13][C:14]1[C:15]([OH:22])=[C:16]([C:17]2[N:2]([CH3:1])[N:3]=[C:4]([C:6]3[CH:11]=[CH:10][CH:9]=[CH:8][N:7]=3)[N:5]=2)[CH:19]=[CH:20][CH:21]=1. (2) Given the reactants [C:1](Cl)(Cl)=[O:2].[C:5]([O:9][C:10](=[O:30])[NH:11][CH2:12][C@H:13]([OH:29])[CH2:14][NH:15][C:16]1[CH:17]=[C:18]2[C:22](=[CH:23][CH:24]=1)[N:21]([CH2:25][CH2:26][CH3:27])[C:20](=[O:28])[CH2:19]2)([CH3:8])([CH3:7])[CH3:6].C(N(CC)CC)C, predict the reaction product. The product is: [C:5]([O:9][C:10](=[O:30])[NH:11][CH2:12][C@@H:13]1[O:29][C:1](=[O:2])[N:15]([C:16]2[CH:17]=[C:18]3[C:22](=[CH:23][CH:24]=2)[N:21]([CH2:25][CH2:26][CH3:27])[C:20](=[O:28])[CH2:19]3)[CH2:14]1)([CH3:6])([CH3:7])[CH3:8]. (3) Given the reactants [OH:1][C:2]1[CH:11]=[C:10]2[C:5]([C:6]([O:12][C:13]3[CH:14]=[C:15]4[C:19](=[CH:20][CH:21]=3)[NH:18][C:17]([CH3:22])=[CH:16]4)=[N:7][CH:8]=[N:9]2)=[CH:4][C:3]=1[O:23][CH3:24].C(=O)([O-])[O-].[K+].[K+].CC1C=CC(S(O[CH2:42][C@@H:43]2[O:45][CH2:44]2)(=O)=O)=CC=1, predict the reaction product. The product is: [CH3:24][O:23][C:3]1[CH:4]=[C:5]2[C:10](=[CH:11][C:2]=1[O:1][CH2:42][C@H:43]1[CH2:44][O:45]1)[N:9]=[CH:8][N:7]=[C:6]2[O:12][C:13]1[CH:14]=[C:15]2[C:19](=[CH:20][CH:21]=1)[NH:18][C:17]([CH3:22])=[CH:16]2. (4) Given the reactants Br[C:2]1[CH:3]=[N:4][C:5]([O:10][CH3:11])=[C:6]([CH:9]=1)[C:7]#[N:8].[CH3:12][C:13]1([CH3:29])[C:17]([CH3:19])([CH3:18])[O:16][B:15]([B:15]2[O:16][C:17]([CH3:19])([CH3:18])[C:13]([CH3:29])([CH3:12])[O:14]2)[O:14]1.C([O-])(=O)C.[K+], predict the reaction product. The product is: [CH3:11][O:10][C:5]1[N:4]=[CH:3][C:2]([B:15]2[O:16][C:17]([CH3:19])([CH3:18])[C:13]([CH3:29])([CH3:12])[O:14]2)=[CH:9][C:6]=1[C:7]#[N:8]. (5) Given the reactants [CH2:1]([O:8][C:9]1[CH:14]=[CH:13][C:12]([C:15]2[N:32]([CH2:33][O:34][CH2:35][CH2:36][Si:37]([CH3:40])([CH3:39])[CH3:38])[C:18]3[N:19]=[CH:20][N:21]=[C:22]([O:23][C:24]4[CH:29]=[CH:28][C:27]([NH2:30])=[C:26]([F:31])[CH:25]=4)[C:17]=3[CH:16]=2)=[CH:11][CH:10]=1)[C:2]1[CH:7]=[CH:6][CH:5]=[CH:4][CH:3]=1.[CH:41]1([NH2:44])[CH2:43][CH2:42]1.O.CN(C)[CH:48]=[O:49], predict the reaction product. The product is: [CH2:1]([O:8][C:9]1[CH:14]=[CH:13][C:12]([C:15]2[N:32]([CH2:33][O:34][CH2:35][CH2:36][Si:37]([CH3:40])([CH3:39])[CH3:38])[C:18]3[N:19]=[CH:20][N:21]=[C:22]([O:23][C:24]4[CH:29]=[CH:28][C:27]([NH:30][C:48]([NH:44][CH:41]5[CH2:43][CH2:42]5)=[O:49])=[C:26]([F:31])[CH:25]=4)[C:17]=3[CH:16]=2)=[CH:11][CH:10]=1)[C:2]1[CH:3]=[CH:4][CH:5]=[CH:6][CH:7]=1. (6) Given the reactants [CH2:1]([O:8][C:9]1[CH:10]=[C:11]([CH2:17][CH2:18][NH:19][C:20](=O)/[CH:21]=[CH:22]/[C:23]2[CH:28]=[C:27]([O:29][CH3:30])[C:26]([O:31][CH3:32])=[CH:25][C:24]=2[CH3:33])[CH:12]=[CH:13][C:14]=1[O:15][CH3:16])[C:2]1[CH:7]=[CH:6][CH:5]=[CH:4][CH:3]=1.O=P(Cl)(Cl)Cl.[BH4-].[Na+], predict the reaction product. The product is: [CH2:1]([O:8][C:9]1[CH:10]=[C:11]2[C:12](=[CH:13][C:14]=1[O:15][CH3:16])[CH:20](/[CH:21]=[CH:22]/[C:23]1[CH:28]=[C:27]([O:29][CH3:30])[C:26]([O:31][CH3:32])=[CH:25][C:24]=1[CH3:33])[NH:19][CH2:18][CH2:17]2)[C:2]1[CH:7]=[CH:6][CH:5]=[CH:4][CH:3]=1. (7) The product is: [CH:22]1([N:17]2[CH2:16][C:15]3([CH2:25][CH2:26][N:12]([CH:8]([C:5]4[CH:6]=[CH:7][C:2]([C:36]5[CH:45]=[C:44]6[C:39]([CH:40]=[CH:41][CH:42]=[N:43]6)=[CH:38][CH:37]=5)=[CH:3][C:4]=4[F:27])[C:9]([OH:11])=[O:10])[CH2:13][CH2:14]3)[O:20][CH2:19][C:18]2=[O:21])[CH2:24][CH2:23]1. Given the reactants Br[C:2]1[CH:7]=[CH:6][C:5]([CH:8]([N:12]2[CH2:26][CH2:25][C:15]3([O:20][CH2:19][C:18](=[O:21])[N:17]([CH:22]4[CH2:24][CH2:23]4)[CH2:16]3)[CH2:14][CH2:13]2)[C:9]([OH:11])=[O:10])=[C:4]([F:27])[CH:3]=1.CC1(C)C(C)(C)OB([C:36]2[CH:45]=[C:44]3[C:39]([CH:40]=[CH:41][CH:42]=[N:43]3)=[CH:38][CH:37]=2)O1.C(=O)([O-])[O-].[K+].[K+], predict the reaction product. (8) Given the reactants [Br:1][C:2]1[CH:3]=[CH:4][C:5]([NH2:8])=[N:6][CH:7]=1.CN(C(ON1N=NC2C=CC=NC1=2)=[N+](C)C)C.F[P-](F)(F)(F)(F)F.CCN(C(C)C)C(C)C.[CH3:42][S:43][CH2:44][C:45](O)=[O:46], predict the reaction product. The product is: [Br:1][C:2]1[CH:3]=[CH:4][C:5]([NH:8][C:45](=[O:46])[CH2:44][S:43][CH3:42])=[N:6][CH:7]=1. (9) Given the reactants [CH3:1][O:2][C:3]1[CH:8]=[CH:7][C:6]([CH:9]([NH2:11])[CH3:10])=[CH:5][CH:4]=1.Cl.COC1C=CC(C(N)C)=CC=1.[CH:24]1[N:29]=[C:28](Cl)[C:27]2[N:31]=[CH:32][N:33]([C@@H:34]3[O:38][C@H:37]([CH2:39][OH:40])[C@@H:36]([OH:41])[C@H:35]3[OH:42])[C:26]=2[N:25]=1.C(N(CC)CC)C, predict the reaction product. The product is: [CH3:1][O:2][C:3]1[CH:8]=[CH:7][C:6]([CH:9]([NH:11][C:28]2[C:27]3[N:31]=[CH:32][N:33]([C:26]=3[N:25]=[CH:24][N:29]=2)[C@@H:34]2[O:38][C@H:37]([CH2:39][OH:40])[C@@H:36]([OH:41])[C@H:35]2[OH:42])[CH3:10])=[CH:5][CH:4]=1.